This data is from Full USPTO retrosynthesis dataset with 1.9M reactions from patents (1976-2016). The task is: Predict the reactants needed to synthesize the given product. (1) Given the product [CH2:34]([N:25]1[CH2:24][CH2:35][CH:28]([NH:29][C:6](=[O:8])[C:5]2[CH:9]=[CH:10][C:2]([F:1])=[CH:3][C:4]=2[N+:11]([O-:13])=[O:12])[CH2:27][CH2:26]1)[C:18]1[CH:23]=[CH:22][CH:21]=[CH:20][CH:19]=1, predict the reactants needed to synthesize it. The reactants are: [F:1][C:2]1[CH:10]=[CH:9][C:5]([C:6]([OH:8])=O)=[C:4]([N+:11]([O-:13])=[O:12])[CH:3]=1.ON1[C:19]2[CH:20]=[CH:21][CH:22]=[CH:23][C:18]=2N=N1.[CH3:24][N:25]([CH3:34])[CH2:26][CH2:27][CH2:28][N:29]=C=NCC.[CH2:35](N(CC)CC)C. (2) Given the product [Cl:13][C:14]1[N:19]=[C:18]([NH:11][C@@H:6]([C:7]([CH3:8])([CH3:9])[CH3:10])[CH2:5][C:4]([O:3][CH3:2])=[O:12])[C:17]([F:21])=[CH:16][N:15]=1, predict the reactants needed to synthesize it. The reactants are: [Cl-].[CH3:2][O:3][C:4](=[O:12])[CH2:5][C@@H:6]([NH3+:11])[C:7]([CH3:10])([CH3:9])[CH3:8].[Cl:13][C:14]1[N:19]=[C:18](Cl)[C:17]([F:21])=[CH:16][N:15]=1.C(N(CC)CC)C.O. (3) Given the product [Cl:8][C:7]1[N:6]=[CH:5][N:4]=[C:3]2[C:2]=1[N:1]=[CH:25][N:9]2[C@H:10]1[C@@H:11]2[O:18][CH:19]([O:20][CH2:21][CH3:22])[O:17][C@@H:12]2[C@@H:13]([CH2:15][OH:16])[CH2:14]1, predict the reactants needed to synthesize it. The reactants are: [NH2:1][C:2]1[C:3]([NH:9][C@@H:10]2[CH2:14][C@H:13]([CH2:15][OH:16])[C@@H:12]([OH:17])[C@H:11]2[OH:18])=[N:4][CH:5]=[N:6][C:7]=1[Cl:8].[CH:19]([O-])([O-])[O:20][CH2:21][CH3:22].[C:25]12(CS(O)(=O)=O)C(C)(C)C(CC1)CC2=O. (4) The reactants are: [CH2:1](OC(N1C[C@H](OC(C)(C)C)C[C@H]1C(O)=O)=O)[C:2]1[CH:7]=CC=C[CH:3]=1.[CH2:24]([O:31][C:32]([N:34]1[CH2:38][C@@H:37]([NH2:39])[CH2:36][C@H:35]1[C:40]1[O:41][CH:42]=[CH:43][N:44]=1)=[O:33])[C:25]1[CH:30]=[CH:29][CH:28]=[CH:27][CH:26]=1. Given the product [CH2:24]([O:31][C:32]([N:34]1[CH2:38][C@@H:37]([NH2:39])[CH2:36][C@H:35]1[C:40]1[O:41][C:42]([C:2]([CH3:7])([CH3:3])[CH3:1])=[CH:43][N:44]=1)=[O:33])[C:25]1[CH:30]=[CH:29][CH:28]=[CH:27][CH:26]=1, predict the reactants needed to synthesize it. (5) Given the product [CH:11]([C:9]1[N:10]=[C:6]2[N:5]=[C:4]([CH3:14])[C:3]([CH:15]([CH2:20][CH2:21][CH3:22])[C:16]([O:18][CH3:19])=[O:17])=[C:2]([C:26]3[CH:27]=[CH:28][C:23]([CH3:32])=[CH:24][CH:25]=3)[N:7]2[N:8]=1)([CH3:13])[CH3:12], predict the reactants needed to synthesize it. The reactants are: Cl[C:2]1[N:7]2[N:8]=[C:9]([CH:11]([CH3:13])[CH3:12])[N:10]=[C:6]2[N:5]=[C:4]([CH3:14])[C:3]=1[CH:15]([CH2:20][CH2:21][CH3:22])[C:16]([O:18][CH3:19])=[O:17].[C:23]1([CH3:32])[CH:28]=[CH:27][C:26](B(O)O)=[CH:25][CH:24]=1.C(N(C(C)C)CC)(C)C.Cl. (6) Given the product [F:1][C:2]([F:10])([F:11])[C:3]1[CH:4]=[CH:5][C:6]([O:9][CH2:19][CH2:20][CH2:21][OH:25])=[CH:7][CH:8]=1, predict the reactants needed to synthesize it. The reactants are: [F:1][C:2]([F:11])([F:10])[C:3]1[CH:8]=[CH:7][C:6]([OH:9])=[CH:5][CH:4]=1.C([O-])([O-])=O.[K+].[K+].Br[C:19]1[CH:20]=[C:21]([OH:25])C=CC=1.O. (7) Given the product [Br:12][C:4]1[NH:5][C:6]([C:7]([O:9][CH2:10][CH3:11])=[O:8])=[C:2]([CH3:1])[N:3]=1, predict the reactants needed to synthesize it. The reactants are: [CH3:1][C:2]1[N:3]=[CH:4][NH:5][C:6]=1[C:7]([O:9][CH2:10][CH3:11])=[O:8].[Br:12]N1C(=O)CCC1=O.C(=O)([O-])O.[Na+]. (8) Given the product [CH3:4][O:6][CH:27]([C:24]1[CH:23]=[CH:22][C:21]([O:20][CH3:19])=[CH:26][CH:25]=1)[C:28]([O:30][CH3:31])=[O:29], predict the reactants needed to synthesize it. The reactants are: C[O-].[Na+].[C:4](O)(=[O:6])C.C(O)(=O)C.IC1C=CC=CC=1.[CH3:19][O:20][C:21]1[CH:26]=[CH:25][C:24]([CH2:27][C:28]([O:30][CH3:31])=[O:29])=[CH:23][CH:22]=1.Cl. (9) The reactants are: Br[C:2]1[CH:3]=[C:4]([F:14])[CH:5]=[C:6]2[C:10]=1[NH:9][C:8]([C:11]([NH2:13])=[O:12])=[CH:7]2.[F:15][C:16]1[CH:21]=[CH:20][C:19](B(O)O)=[CH:18][CH:17]=1. Given the product [F:14][C:4]1[CH:5]=[C:6]2[C:10](=[C:2]([C:19]3[CH:20]=[CH:21][C:16]([F:15])=[CH:17][CH:18]=3)[CH:3]=1)[NH:9][C:8]([C:11]([NH2:13])=[O:12])=[CH:7]2, predict the reactants needed to synthesize it. (10) Given the product [CH3:23][O:22][C:7]1[CH:8]=[C:9]2[C:4](=[CH:5][C:6]=1[O:24][CH3:25])[N:3]=[C:2]([NH:32][CH3:31])[N:11]=[C:10]2[C:12]1[CH:13]=[C:14]([NH:18][C:19](=[O:21])[CH3:20])[CH:15]=[CH:16][CH:17]=1, predict the reactants needed to synthesize it. The reactants are: Cl[C:2]1[N:11]=[C:10]([C:12]2[CH:13]=[C:14]([NH:18][C:19](=[O:21])[CH3:20])[CH:15]=[CH:16][CH:17]=2)[C:9]2[C:4](=[CH:5][C:6]([O:24][CH3:25])=[C:7]([O:22][CH3:23])[CH:8]=2)[N:3]=1.O1CCCC1.[CH3:31][NH2:32].[Cl-].[Na+].